This data is from Forward reaction prediction with 1.9M reactions from USPTO patents (1976-2016). The task is: Predict the product of the given reaction. (1) Given the reactants [F:1][C:2]1[CH:3]=[C:4]([C:10]2[C:11]([NH2:16])=[CH:12][CH:13]=[CH:14][CH:15]=2)[CH:5]=[C:6]([F:9])[C:7]=1[F:8].[F:17][CH:18]([F:30])[C:19]1[C:23]([C:24](OCC)=[O:25])=[CH:22][N:21]([CH3:29])[N:20]=1.C[O-].[Na+], predict the reaction product. The product is: [F:30][CH:18]([F:17])[C:19]1[C:23]([C:24]([NH:16][C:11]2[CH:12]=[CH:13][CH:14]=[CH:15][C:10]=2[C:4]2[CH:3]=[C:2]([F:1])[C:7]([F:8])=[C:6]([F:9])[CH:5]=2)=[O:25])=[CH:22][N:21]([CH3:29])[N:20]=1. (2) Given the reactants CC(OI1(OC(C)=O)(OC(C)=O)OC(=O)C2C=CC=CC1=2)=O.[CH3:23][C:24]1[N:25]=[C:26]([NH:29][C:30]2[N:35]=[CH:34][C:33]([CH2:36][OH:37])=[C:32]([O:38][C:39]3[C:48]4[C:43](=[CH:44][CH:45]=[CH:46][CH:47]=4)[CH:42]=[CH:41][CH:40]=3)[CH:31]=2)[S:27][CH:28]=1, predict the reaction product. The product is: [CH3:23][C:24]1[N:25]=[C:26]([NH:29][C:30]2[CH:31]=[C:32]([O:38][C:39]3[C:48]4[C:43](=[CH:44][CH:45]=[CH:46][CH:47]=4)[CH:42]=[CH:41][CH:40]=3)[C:33]([CH:36]=[O:37])=[CH:34][N:35]=2)[S:27][CH:28]=1.